Task: Predict which catalyst facilitates the given reaction.. Dataset: Catalyst prediction with 721,799 reactions and 888 catalyst types from USPTO (1) Reactant: C(=O)([O-])[O-].[Cs+].[Cs+].[CH2:7]([NH:9][C:10]([C:12]1[S:30][C:15]2[N:16]=[C:17]([NH2:29])[N:18]=[C:19]([C:20]3[CH:25]=[C:24]([OH:26])[C:23]([Cl:27])=[CH:22][C:21]=3[Cl:28])[C:14]=2[CH:13]=1)=[O:11])[CH3:8].ClCCl.Br.Br[CH2:36][CH2:37][N:38]([CH2:41][CH3:42])[CH2:39][CH3:40]. Product: [CH2:7]([NH:9][C:10]([C:12]1[S:30][C:15]2[N:16]=[C:17]([NH2:29])[N:18]=[C:19]([C:20]3[CH:25]=[C:24]([O:26][CH2:36][CH2:37][N:38]([CH2:41][CH3:42])[CH2:39][CH3:40])[C:23]([Cl:27])=[CH:22][C:21]=3[Cl:28])[C:14]=2[CH:13]=1)=[O:11])[CH3:8]. The catalyst class is: 3. (2) Reactant: [C:1]([CH2:3][C:4]([NH2:6])=[O:5])#[N:2].[C:7](O)(=O)C.N1[CH2:16][CH2:15][CH2:14][CH2:13][CH2:12]1.C(O)(=O)C. Product: [CH:13]([C:14]1[NH:6][C:4](=[O:5])[C:3]([C:1]#[N:2])=[CH:16][CH:15]=1)([CH3:7])[CH3:12]. The catalyst class is: 6.